This data is from Full USPTO retrosynthesis dataset with 1.9M reactions from patents (1976-2016). The task is: Predict the reactants needed to synthesize the given product. (1) The reactants are: S(Cl)([Cl:3])=O.[CH:5]1([CH2:8][OH:9])[CH2:7][CH2:6]1.[NH2:10][C@H:11]([C:13](O)=[O:14])[CH3:12]. Given the product [ClH:3].[CH:5]1([CH2:8][O:9][C:13](=[O:14])[C@H:11]([CH3:12])[NH2:10])[CH2:7][CH2:6]1, predict the reactants needed to synthesize it. (2) Given the product [CH2:16]([N:19]([CH2:20][CH2:21][CH3:22])[C:13]([CH2:12][C:6]1[C:5]2[C:9](=[CH:10][CH:11]=[C:3]([O:2][CH3:1])[CH:4]=2)[NH:8][CH:7]=1)=[O:15])[CH2:17][CH3:18], predict the reactants needed to synthesize it. The reactants are: [CH3:1][O:2][C:3]1[CH:4]=[C:5]2[C:9](=[CH:10][CH:11]=1)[NH:8][CH:7]=[C:6]2[CH2:12][C:13]([OH:15])=O.[CH2:16]([NH:19][CH2:20][CH2:21][CH3:22])[CH2:17][CH3:18].CCN=C=NCCCN(C)C.